Dataset: Catalyst prediction with 721,799 reactions and 888 catalyst types from USPTO. Task: Predict which catalyst facilitates the given reaction. (1) Reactant: [CH:1]1[CH:2]=[CH:3][C:4]([CH2:7][CH2:8][C@H:9]([OH:28])[CH2:10][CH2:11][C@@H:12]2[C@@H:16]([CH2:17]/[CH:18]=[CH:19]\[CH2:20][CH2:21][CH2:22][C:23]([OH:25])=[O:24])[C@@H:15]([OH:26])[CH2:14][C@H:13]2[OH:27])=[CH:5][CH:6]=1.C([O-])([O-])=O.[K+].[K+].I[CH:36]([CH3:38])[CH3:37].O. Product: [OH:27][C@@H:13]1[CH2:14][C@H:15]([OH:26])[C@H:16]([CH2:17]/[CH:18]=[CH:19]\[CH2:20][CH2:21][CH2:22][C:23]([O:25][CH:36]([CH3:38])[CH3:37])=[O:24])[C@H:12]1[CH2:11][CH2:10][C@@H:9]([OH:28])[CH2:8][CH2:7][C:4]1[CH:3]=[CH:2][CH:1]=[CH:6][CH:5]=1. The catalyst class is: 39. (2) Reactant: C(OC([N:8](C(O)=O)[NH:9][C:10]1[CH:11]=[N:12][C:13]([C:16]([CH3:19])([CH3:18])[CH3:17])=[CH:14][CH:15]=1)=O)(C)(C)C.[ClH:23].O1CCOCC1. Product: [ClH:23].[C:16]([C:13]1[N:12]=[CH:11][C:10]([NH:9][NH3+:8])=[CH:15][CH:14]=1)([CH3:19])([CH3:17])[CH3:18]. The catalyst class is: 32. (3) Reactant: [NH2:1][C:2]1[CH:7]=[C:6]([CH:8]=[O:9])[CH:5]=[CH:4][C:3]=1[N:10]1[CH2:15][CH2:14][CH:13]([C:16]([O:18][CH3:19])=[O:17])[CH2:12][CH2:11]1.N1C=CC=CC=1.[CH3:26][C:27]1[O:31][N:30]=[C:29]([C:32](Cl)=[O:33])[CH:28]=1. Product: [CH:8]([C:6]1[CH:5]=[CH:4][C:3]([N:10]2[CH2:11][CH2:12][CH:13]([C:16]([O:18][CH3:19])=[O:17])[CH2:14][CH2:15]2)=[C:2]([NH:1][C:32]([C:29]2[CH:28]=[C:27]([CH3:26])[O:31][N:30]=2)=[O:33])[CH:7]=1)=[O:9]. The catalyst class is: 91. (4) Reactant: [Li]CCCC.N(C(C)C)C(C)C.[CH:13]1([C:17]([O:19][CH2:20][CH3:21])=[O:18])[CH2:16][CH2:15][CH2:14]1.Br[CH2:23][CH2:24][CH2:25][CH2:26][Cl:27].[NH4+].[Cl-]. Product: [Cl:27][CH2:26][CH2:25][CH2:24][CH2:23][C:13]1([C:17]([O:19][CH2:20][CH3:21])=[O:18])[CH2:16][CH2:15][CH2:14]1. The catalyst class is: 1. (5) Reactant: [CH3:1][N:2]1[C:6]([CH3:7])=[CH:5][C:4]([NH:8][C:9]2[C:14](=[O:15])[N:13]([CH3:16])[CH:12]=[C:11]([C:17]3[C:22]([CH:23]=[O:24])=[C:21]([N:25]4[CH2:37][CH2:36][C:35]5[N:34]6[C:29]([CH2:30][CH2:31][CH2:32][CH2:33]6)=[CH:28][C:27]=5[C:26]4=[O:38])[N:20]=[CH:19][CH:18]=3)[CH:10]=2)=[N:3]1.[BH4-].[Na+]. Product: [CH3:1][N:2]1[C:6]([CH3:7])=[CH:5][C:4]([NH:8][C:9]2[C:14](=[O:15])[N:13]([CH3:16])[CH:12]=[C:11]([C:17]3[CH:18]=[CH:19][N:20]=[C:21]([N:25]4[CH2:37][CH2:36][C:35]5[N:34]6[C:29]([CH2:30][CH2:31][CH2:32][CH2:33]6)=[CH:28][C:27]=5[C:26]4=[O:38])[C:22]=3[CH2:23][OH:24])[CH:10]=2)=[N:3]1. The catalyst class is: 5. (6) Reactant: [Br:1][C:2]1[NH:3][C:4]2[C:9]([C:10]=1[CH:11]1[CH2:16][CH2:15][CH2:14][CH2:13][CH2:12]1)=[CH:8][CH:7]=[C:6]([C:17]([O:19][CH3:20])=[O:18])[CH:5]=2.[H-].[Na+].Br[CH2:24][CH2:25][O:26][CH:27]1[CH2:32][CH2:31][CH2:30][CH2:29][O:28]1.O. Product: [Br:1][C:2]1[N:3]([CH2:24][CH2:25][O:26][CH:27]2[CH2:32][CH2:31][CH2:30][CH2:29][O:28]2)[C:4]2[C:9]([C:10]=1[CH:11]1[CH2:16][CH2:15][CH2:14][CH2:13][CH2:12]1)=[CH:8][CH:7]=[C:6]([C:17]([O:19][CH3:20])=[O:18])[CH:5]=2. The catalyst class is: 9. (7) Reactant: [CH3:1][C:2]([O:4][C:5]1[S:9][C:8]2[CH2:10][CH2:11][N:12]([CH:14]([C:22]([CH:24]3[CH2:26][CH2:25]3)=[O:23])[C:15]3[CH:16]=[CH:17][CH:18]=[CH:19][C:20]=3[F:21])[CH2:13][C:7]=2[CH:6]=1)=[O:3].[N+:27]([O-:30])([OH:29])=[O:28].CCCCCCC. Product: [CH3:1][C:2]([O:4][C:5]1[S:9][C:8]2[CH2:10][CH2:11][N:12]([CH:14]([C:22]([CH:24]3[CH2:26][CH2:25]3)=[O:23])[C:15]3[CH:16]=[CH:17][CH:18]=[CH:19][C:20]=3[F:21])[CH2:13][C:7]=2[CH:6]=1)=[O:3].[N+:27]([O-:30])([O-:29])=[O:28]. The catalyst class is: 21.